This data is from Reaction yield outcomes from USPTO patents with 853,638 reactions. The task is: Predict the reaction yield, written as a fraction of the theoretical maximum amount of product (1.0 means a 100% yield; for example, 0.34 means a 34% yield). (1) The reactants are [C:1](Cl)(=[O:6])[C:2]([CH3:5])([CH3:4])[CH3:3].[NH2:8][C:9]1[CH:10]=[C:11]([OH:15])[CH:12]=[CH:13][CH:14]=1.C(=O)([O-])[O-].[Na+].[Na+]. The catalyst is C(OCC)(=O)C.O. The product is [OH:15][C:11]1[CH:10]=[C:9]([NH:8][C:1](=[O:6])[C:2]([CH3:5])([CH3:4])[CH3:3])[CH:14]=[CH:13][CH:12]=1. The yield is 0.900. (2) The reactants are [F:1][C:2]([F:18])([F:17])[C:3]1[CH:8]=[CH:7][C:6]([NH:9][C@H:10]([CH2:15][CH3:16])[CH2:11][C:12]([NH2:14])=[O:13])=[CH:5][CH:4]=1.Cl[C:20]([O:22][CH3:23])=[O:21].CC(C)([O-])C.[Li+]. The catalyst is C(OC(C)C)(C)C. The product is [CH3:23][O:22][C:20](=[O:21])[NH:14][C:12](=[O:13])[CH2:11][C@H:10]([NH:9][C:6]1[CH:7]=[CH:8][C:3]([C:2]([F:17])([F:18])[F:1])=[CH:4][CH:5]=1)[CH2:15][CH3:16]. The yield is 0.940. (3) The product is [C:14]([N:1]1[CH2:6][CH2:5][CH:4]([CH2:7][OH:8])[CH2:3][CH2:2]1)([O:13][C:10]([CH3:12])([CH3:11])[CH3:9])=[O:15]. The catalyst is C(Cl)Cl.O1CCOCC1. The yield is 0.610. The reactants are [NH:1]1[CH2:6][CH2:5][CH:4]([CH2:7][OH:8])[CH2:3][CH2:2]1.[CH3:9][C:10]([O:13][C:14](O[C:14]([O:13][C:10]([CH3:12])([CH3:11])[CH3:9])=[O:15])=[O:15])([CH3:12])[CH3:11]. (4) The reactants are [CH2:1]([O:3][C:4]([C:6]1([NH:11][C:12]([CH:14]2[CH2:18][CH:17]([O:19][C:20]3[C:29]4[C:24](=[C:25]([CH3:32])[C:26]([O:30][CH3:31])=[CH:27][CH:28]=4)[N:23]=[C:22]([C:33]4[CH:38]=[CH:37][CH:36]=[C:35]([CH3:39])[N:34]=4)[CH:21]=3)[CH2:16][CH:15]2[C:40](=[O:49])[N:41]([CH2:43][CH2:44][CH2:45][CH2:46]C=C)[CH3:42])=[O:13])[CH2:8][CH:7]1[CH:9]=[CH2:10])=[O:5])[CH3:2]. The catalyst is ClCCCl. The product is [CH2:1]([O:3][C:4]([C:6]12[CH2:8][CH:7]1[CH:9]=[CH:10][CH2:46][CH2:45][CH2:44][CH2:43][N:41]([CH3:42])[C:40](=[O:49])[CH:15]1[CH:14]([CH2:18][CH:17]([O:19][C:20]3[C:29]4[C:24](=[C:25]([CH3:32])[C:26]([O:30][CH3:31])=[CH:27][CH:28]=4)[N:23]=[C:22]([C:33]4[CH:38]=[CH:37][CH:36]=[C:35]([CH3:39])[N:34]=4)[CH:21]=3)[CH2:16]1)[C:12](=[O:13])[NH:11]2)=[O:5])[CH3:2]. The yield is 0.580. (5) The reactants are [C:1]([O:5][C:6](=[O:18])[NH:7][C@@H:8]1[CH2:10][C@H:9]1[C:11]1[CH:16]=[CH:15][C:14]([OH:17])=[CH:13][CH:12]=1)([CH3:4])([CH3:3])[CH3:2].C([O-])([O-])=O.[K+].[K+].[Br:25][C:26]1[CH:27]=[C:28]([CH:31]=[CH:32][CH:33]=1)[CH2:29]Br. The catalyst is CN(C=O)C. The product is [Br:25][C:26]1[CH:27]=[C:28]([CH:31]=[CH:32][CH:33]=1)[CH2:29][O:17][C:14]1[CH:15]=[CH:16][C:11]([C@@H:9]2[CH2:10][C@H:8]2[NH:7][C:6](=[O:18])[O:5][C:1]([CH3:4])([CH3:2])[CH3:3])=[CH:12][CH:13]=1. The yield is 0.620. (6) The reactants are [NH2:1][C:2]1[CH:3]=[C:4]2[C:8](=[CH:9][CH:10]=1)[NH:7][C:6](=[O:11])[CH2:5]2.[N+:12]([C:15]1[CH:23]=[CH:22][CH:21]=[CH:20][C:16]=1[C:17](Cl)=[O:18])([O-:14])=[O:13]. The catalyst is CC(N(C)C)=O. The product is [N+:12]([C:15]1[CH:23]=[CH:22][CH:21]=[CH:20][C:16]=1[C:17]([NH:1][C:2]1[CH:3]=[C:4]2[C:8](=[CH:9][CH:10]=1)[NH:7][C:6](=[O:11])[CH2:5]2)=[O:18])([O-:14])=[O:13]. The yield is 0.219. (7) The product is [CH2:10]([O:17][C:18]1[CH:23]=[CH:22][N:21]([C:24]2[S:25][C:26]([C:30]([NH:9][CH2:8][C:6]3[O:7][C:3]([C:2]#[N:1])=[CH:4][CH:5]=3)=[O:31])=[C:27]([CH3:29])[N:28]=2)[C:20](=[O:33])[CH:19]=1)[C:11]1[CH:16]=[CH:15][CH:14]=[CH:13][CH:12]=1. The reactants are [NH2:1][CH2:2][C:3]1[O:7][C:6]([C:8]#[N:9])=[CH:5][CH:4]=1.[CH2:10]([O:17][C:18]1[CH:23]=[CH:22][N:21]([C:24]2[S:25][C:26]([C:30](O)=[O:31])=[C:27]([CH3:29])[N:28]=2)[C:20](=[O:33])[CH:19]=1)[C:11]1[CH:16]=[CH:15][CH:14]=[CH:13][CH:12]=1. No catalyst specified. The yield is 0.720.